Dataset: Reaction yield outcomes from USPTO patents with 853,638 reactions. Task: Predict the reaction yield, written as a fraction of the theoretical maximum amount of product (1.0 means a 100% yield; for example, 0.34 means a 34% yield). (1) The reactants are [Br:1][C:2]1[CH:7]=[CH:6][C:5]([C:8]2([C:12]#N)[CH2:11][CH2:10][CH2:9]2)=[CH:4][CH:3]=1.[OH-:14].[K+].CC[OH:18]. The catalyst is O.C(OCC)(=O)C. The product is [Br:1][C:2]1[CH:7]=[CH:6][C:5]([C:8]2([C:12]([OH:18])=[O:14])[CH2:11][CH2:10][CH2:9]2)=[CH:4][CH:3]=1. The yield is 0.790. (2) The reactants are [CH3:1][O:2][C:3]([NH:5][C@@H:6]([CH:10]1[CH2:15][CH2:14][O:13][CH2:12][CH2:11]1)[C:7]([OH:9])=O)=[O:4].CN(C(ON1N=NC2C=CC=NC1=2)=[N+](C)C)C.F[P-](F)(F)(F)(F)F.Cl.Cl.Cl.[Cl:43][C:44]1[C:45]([NH:73][C:74](=[O:94])[C:75]2[CH:80]=[CH:79][C:78]([N:81]3[CH2:86][CH2:85][N:84]([C:87](=[O:92])[C:88]([CH3:91])([CH3:90])[CH3:89])[CH2:83][C@H:82]3[CH3:93])=[N:77][CH:76]=2)=[CH:46][C:47]([O:68][C:69]([F:72])([F:71])[F:70])=[C:48]([C:50]2[CH:55]=[CH:54][C:53]([C:56]3[N:57]=[C:58]([C@@H:61]4[CH2:65][C@H:64]([O:66][CH3:67])[CH2:63][NH:62]4)[NH:59][CH:60]=3)=[CH:52][CH:51]=2)[CH:49]=1.CCN(C(C)C)C(C)C. The catalyst is CC(N(C)C)=O. The product is [CH3:1][O:2][C:3](=[O:4])[NH:5][C@@H:6]([CH:10]1[CH2:15][CH2:14][O:13][CH2:12][CH2:11]1)[C:7]([N:62]1[CH2:63][C@@H:64]([O:66][CH3:67])[CH2:65][C@H:61]1[C:58]1[NH:59][CH:60]=[C:56]([C:53]2[CH:54]=[CH:55][C:50]([C:48]3[CH:49]=[C:44]([Cl:43])[C:45]([NH:73][C:74]([C:75]4[CH:76]=[N:77][C:78]([N:81]5[CH2:86][CH2:85][N:84]([C:87](=[O:92])[C:88]([CH3:90])([CH3:91])[CH3:89])[CH2:83][C@H:82]5[CH3:93])=[CH:79][CH:80]=4)=[O:94])=[CH:46][C:47]=3[O:68][C:69]([F:71])([F:72])[F:70])=[CH:51][CH:52]=2)[N:57]=1)=[O:9]. The yield is 0.560.